This data is from Peptide-MHC class I binding affinity with 185,985 pairs from IEDB/IMGT. The task is: Regression. Given a peptide amino acid sequence and an MHC pseudo amino acid sequence, predict their binding affinity value. This is MHC class I binding data. (1) The peptide sequence is GIADFIIFK. The MHC is HLA-A26:01 with pseudo-sequence HLA-A26:01. The binding affinity (normalized) is 0.0847. (2) The peptide sequence is RKDNRRGLR. The MHC is Mamu-B08 with pseudo-sequence Mamu-B08. The binding affinity (normalized) is 0.143. (3) The peptide sequence is KMAVEVGSIR. The MHC is HLA-A03:01 with pseudo-sequence HLA-A03:01. The binding affinity (normalized) is 0.222. (4) The peptide sequence is DPEYFDNERI. The MHC is HLA-B54:01 with pseudo-sequence HLA-B54:01. The binding affinity (normalized) is 0.286. (5) The peptide sequence is KRWIIMGLNK. The MHC is HLA-B40:02 with pseudo-sequence HLA-B40:02. The binding affinity (normalized) is 0. (6) The peptide sequence is RAMRMVYYL. The MHC is BoLA-JSP.1 with pseudo-sequence BoLA-JSP.1. The binding affinity (normalized) is 0.400.